The task is: Predict the product of the given reaction.. This data is from Forward reaction prediction with 1.9M reactions from USPTO patents (1976-2016). The product is: [OH:20][C:13]1[NH:1][C:2]2[CH2:7][CH2:6][CH2:5][CH2:4][C:3]=2[C:8](=[O:10])[C:14]=1[C:15]([O:17][CH2:18][CH3:19])=[O:16]. Given the reactants [NH2:1][C:2]1[CH2:7][CH2:6][CH2:5][CH2:4][C:3]=1[C:8]([O:10]CC)=O.[C:13](OCC)(=[O:20])[CH2:14][C:15]([O:17][CH2:18][CH3:19])=[O:16].[O-]CC.[Na+].Cl, predict the reaction product.